Dataset: Reaction yield outcomes from USPTO patents with 853,638 reactions. Task: Predict the reaction yield, written as a fraction of the theoretical maximum amount of product (1.0 means a 100% yield; for example, 0.34 means a 34% yield). (1) The reactants are Cl.[C:2]([O:6][C:7]([N:9]1[CH2:15][CH2:14][C:13]2[C:16]([CH2:21][S:22]C(=N)N)=[C:17]([Cl:20])[CH:18]=[CH:19][C:12]=2[CH2:11][CH2:10]1)=[O:8])([CH3:5])([CH3:4])[CH3:3].[OH-].[Na+].OS([O-])(=O)=O.[K+]. The catalyst is O1CCOCC1.O. The product is [C:2]([O:6][C:7]([N:9]1[CH2:15][CH2:14][C:13]2[C:16]([CH2:21][SH:22])=[C:17]([Cl:20])[CH:18]=[CH:19][C:12]=2[CH2:11][CH2:10]1)=[O:8])([CH3:5])([CH3:3])[CH3:4]. The yield is 0.820. (2) The reactants are [CH3:1][C:2]([Si:5]([CH3:20])([CH3:19])[O:6][C@H:7]1[C@@H:12]([N:13]2[CH2:17][CH2:16][CH2:15][C:14]2=[O:18])[CH2:11][CH2:10][NH:9][CH2:8]1)([CH3:4])[CH3:3].[C:21]([OH:27])([C:23]([F:26])([F:25])[F:24])=[O:22].CO. The catalyst is ClCCCl. The product is [OH:27][C:21]([C:23]([F:26])([F:25])[F:24])=[O:22].[CH3:4][C:2]([Si:5]([CH3:20])([CH3:19])[O:6][C@H:7]1[C@@H:12]([N:13]2[CH2:17][CH2:16][CH2:15][C:14]2=[O:18])[CH2:11][CH2:10][NH:9][CH2:8]1)([CH3:1])[CH3:3]. The yield is 1.00.